From a dataset of Forward reaction prediction with 1.9M reactions from USPTO patents (1976-2016). Predict the product of the given reaction. (1) The product is: [F:38][C:15]([F:14])([F:37])[C:16]1[CH:17]=[CH:18][C:19]([O:22][C:23]2[CH:24]=[C:25](/[CH:29]=[C:30]3/[CH:35]4[CH2:2][CH2:1][CH:32]([CH2:31]/3)[CH:33]([NH2:36])[CH2:34]4)[CH:26]=[CH:27][CH:28]=2)=[N:20][CH:21]=1. Given the reactants [CH:1]12CCC(C(=O)C1)C[C:2]12OCCO1.[F:14][C:15]([F:38])([F:37])[C:16]1[CH:17]=[CH:18][C:19]([O:22][C:23]2[CH:24]=[C:25]([CH:29]=[C:30]3[CH2:35][CH2:34][CH:33]([NH2:36])[CH2:32][CH2:31]3)[CH:26]=[CH:27][CH:28]=2)=[N:20][CH:21]=1, predict the reaction product. (2) Given the reactants C[O:2][C:3]1[CH:4]=[C:5]2[C:10](=[CH:11][CH:12]=1)[N:9]=[CH:8][C:7]([C:13]([OH:15])=[O:14])=[CH:6]2.Br, predict the reaction product. The product is: [OH:2][C:3]1[CH:4]=[C:5]2[C:10](=[CH:11][CH:12]=1)[N:9]=[CH:8][C:7]([C:13]([OH:15])=[O:14])=[CH:6]2.